From a dataset of Catalyst prediction with 721,799 reactions and 888 catalyst types from USPTO. Predict which catalyst facilitates the given reaction. The catalyst class is: 667. Product: [CH3:15][C:14]1[N:13]=[C:12]([NH2:16])[CH:11]=[CH:10][C:9]=1[O:8][C:6]1[CH:5]=[CH:4][N:3]=[C:2]([C:22]2[CH:21]=[CH:20][N:19]=[C:18]([CH3:17])[CH:23]=2)[CH:7]=1. Reactant: Cl[C:2]1[CH:7]=[C:6]([O:8][C:9]2[CH:10]=[CH:11][C:12]([NH2:16])=[N:13][C:14]=2[CH3:15])[CH:5]=[CH:4][N:3]=1.[CH3:17][C:18]1[CH:23]=[C:22](B2OC(C)(C)C(C)(C)O2)[CH:21]=[CH:20][N:19]=1.C(=O)([O-])[O-].[K+].[K+].